This data is from Catalyst prediction with 721,799 reactions and 888 catalyst types from USPTO. The task is: Predict which catalyst facilitates the given reaction. Reactant: [F:1][C:2]1([F:17])[CH2:5][CH:4]([O:6][C:7]2[CH:12]=[CH:11][N:10]=[C:9]([CH2:13][C:14]([NH2:16])=[O:15])[CH:8]=2)[CH2:3]1.[C:18]([O:22][C:23]([C:25]1[N:26]=[N:27][N:28]([CH2:30][C@H:31]([F:55])[CH2:32][C:33]([C:48]2[N:49]=[N:50][C:51](I)=[CH:52][CH:53]=2)([C:41]([O:43][C:44]([CH3:47])([CH3:46])[CH3:45])=[O:42])[C:34]([O:36][C:37]([CH3:40])([CH3:39])[CH3:38])=[O:35])[CH:29]=1)=[O:24])([CH3:21])([CH3:20])[CH3:19].CC1(C)C2C(=C(P(C3C=CC=CC=3)C3C=CC=CC=3)C=CC=2)OC2C(P(C3C=CC=CC=3)C3C=CC=CC=3)=CC=CC1=2.C([O-])([O-])=O.[Cs+].[Cs+]. Product: [C:18]([O:22][C:23]([C:25]1[N:26]=[N:27][N:28]([CH2:30][C@H:31]([F:55])[CH2:32][C:33]([C:48]2[N:49]=[N:50][C:51]([NH:16][C:14](=[O:15])[CH2:13][C:9]3[CH:8]=[C:7]([O:6][CH:4]4[CH2:5][C:2]([F:1])([F:17])[CH2:3]4)[CH:12]=[CH:11][N:10]=3)=[CH:52][CH:53]=2)([C:34]([O:36][C:37]([CH3:39])([CH3:38])[CH3:40])=[O:35])[C:41]([O:43][C:44]([CH3:47])([CH3:46])[CH3:45])=[O:42])[CH:29]=1)=[O:24])([CH3:19])([CH3:20])[CH3:21]. The catalyst class is: 184.